Predict the reactants needed to synthesize the given product. From a dataset of Full USPTO retrosynthesis dataset with 1.9M reactions from patents (1976-2016). (1) Given the product [F:3][C:4]1[CH:5]=[C:6]2[C:15](=[CH:16][C:17]=1[CH:18]([OH:20])[CH3:19])[C:14]1[N:10]([CH:11]=[C:12]([C:21]3[N:25]([CH:26]([CH3:28])[CH3:27])[N:24]=[C:23]([CH3:29])[N:22]=3)[N:13]=1)[CH2:9][CH2:8][O:7]2, predict the reactants needed to synthesize it. The reactants are: [BH4-].[Na+].[F:3][C:4]1[CH:5]=[C:6]2[C:15](=[CH:16][C:17]=1[C:18](=[O:20])[CH3:19])[C:14]1[N:10]([CH:11]=[C:12]([C:21]3[N:25]([CH:26]([CH3:28])[CH3:27])[N:24]=[C:23]([CH3:29])[N:22]=3)[N:13]=1)[CH2:9][CH2:8][O:7]2. (2) Given the product [C:1]([O:5][C:6]([N:8]1[C@@H:12]([C:13]#[C:14][CH:27]([C:26]2[CH:29]=[CH:30][C:23]([Cl:22])=[CH:24][CH:25]=2)[OH:28])[CH2:11][O:10][C:9]1([CH3:16])[CH3:15])=[O:7])([CH3:4])([CH3:3])[CH3:2], predict the reactants needed to synthesize it. The reactants are: [C:1]([O:5][C:6]([N:8]1[C@@H:12]([C:13]#[CH:14])[CH2:11][O:10][C:9]1([CH3:16])[CH3:15])=[O:7])([CH3:4])([CH3:3])[CH3:2].C([Li])CCC.[Cl:22][C:23]1[CH:30]=[CH:29][C:26]([CH:27]=[O:28])=[CH:25][CH:24]=1. (3) Given the product [Cl:29][C:16]1[C:17]([NH:22][S:23]([CH2:26][CH2:27][CH3:28])(=[O:25])=[O:24])=[CH:18][CH:19]=[C:20]([F:21])[C:15]=1[NH:14][C:12]([C:7]1[CH:8]=[CH:9][CH:10]=[C:11]2[C:6]=1[N:5]=[CH:4][N:3]=[C:2]2[NH2:30])=[O:13], predict the reactants needed to synthesize it. The reactants are: Cl[C:2]1[C:11]2[C:6](=[C:7]([C:12]([NH:14][C:15]3[C:20]([F:21])=[CH:19][CH:18]=[C:17]([NH:22][S:23]([CH2:26][CH2:27][CH3:28])(=[O:25])=[O:24])[C:16]=3[Cl:29])=[O:13])[CH:8]=[CH:9][CH:10]=2)[N:5]=[CH:4][N:3]=1.[NH3:30]. (4) Given the product [CH2:1]([O:3][C:4](=[O:13])[CH2:5][CH2:6][C:7]1[CH:11]=[CH:10][S:9][C:8]=1[Br:12])[CH3:2], predict the reactants needed to synthesize it. The reactants are: [CH2:1]([O:3][C:4](=[O:13])/[CH:5]=[CH:6]/[C:7]1[CH:11]=[CH:10][S:9][C:8]=1[Br:12])[CH3:2]. (5) Given the product [C:7]([O:10][C@H:11]1[C@@H:24]([O:25][C:26](=[O:28])[CH3:27])[C@H:23]([O:29][C:30](=[O:32])[CH3:31])[C@@H:22]([CH2:33][O:34][C:35](=[O:37])[CH3:36])[O:21][C@@H:12]1[O:13][C:14]1[CH:19]=[CH:18][CH:17]=[C:16]([N:46]2[C:47]3[C:43](=[CH:42][C:41]([N+:38]([O-:40])=[O:39])=[CH:49][CH:48]=3)[CH2:44][CH2:45]2)[CH:15]=1)(=[O:9])[CH3:8], predict the reactants needed to synthesize it. The reactants are: C([O-])([O-])=O.[Cs+].[Cs+].[C:7]([O:10][C@H:11]1[C@@H:24]([O:25][C:26](=[O:28])[CH3:27])[C@H:23]([O:29][C:30](=[O:32])[CH3:31])[C@@H:22]([CH2:33][O:34][C:35](=[O:37])[CH3:36])[O:21][C@@H:12]1[O:13][C:14]1[CH:19]=[CH:18][CH:17]=[C:16](I)[CH:15]=1)(=[O:9])[CH3:8].[N+:38]([C:41]1[CH:42]=[C:43]2[C:47](=[CH:48][CH:49]=1)[NH:46][CH2:45][CH2:44]2)([O-:40])=[O:39].C(OC(=O)C)(=O)C.C([O-])(O)=O.[Na+]. (6) Given the product [CH3:1][C:2]1[N:3]([C:18]2[CH:23]=[N:22][CH:21]=[CH:20][N:19]=2)[CH:4]=[C:5]([C:7]#[C:8][C:9]2[CH:10]=[C:11]([CH:14]=[CH:15][CH:16]=2)[C:12]#[N:13])[N:6]=1, predict the reactants needed to synthesize it. The reactants are: [CH3:1][C:2]1[NH:3][CH:4]=[C:5]([C:7]#[C:8][C:9]2[CH:10]=[C:11]([CH:14]=[CH:15][CH:16]=2)[C:12]#[N:13])[N:6]=1.Cl[C:18]1[CH:23]=[N:22][CH:21]=[CH:20][N:19]=1. (7) Given the product [Br:1][C:2]1[CH:3]=[CH:4][C:5]([C:8]2[CH:13]=[CH:12][C:11]([O:14][CH2:16][CH2:17][CH2:18][CH2:19][CH3:20])=[CH:10][CH:9]=2)=[CH:6][CH:7]=1, predict the reactants needed to synthesize it. The reactants are: [Br:1][C:2]1[CH:7]=[CH:6][C:5]([C:8]2[CH:13]=[CH:12][C:11]([OH:14])=[CH:10][CH:9]=2)=[CH:4][CH:3]=1.Br[CH2:16][CH2:17][CH2:18][CH2:19][CH3:20].C(=O)([O-])[O-].[K+].[K+]. (8) Given the product [C:33]([C:3]1[C:4]2[C:9](=[CH:8][CH:7]=[C:6]([CH:10]([C:22]3[CH:23]=[CH:24][CH:25]=[CH:26][CH:27]=3)[C:11]([CH3:21])([CH3:20])[C:12]([NH:14][C:15]3[S:16][CH:17]=[CH:18][N:19]=3)=[O:13])[CH:5]=2)[NH:1][CH:2]=1)#[N:32], predict the reactants needed to synthesize it. The reactants are: [NH:1]1[C:9]2[C:4](=[CH:5][C:6]([CH:10]([C:22]3[CH:27]=[CH:26][CH:25]=[CH:24][CH:23]=3)[C:11]([CH3:21])([CH3:20])[C:12]([NH:14][C:15]3[S:16][CH:17]=[CH:18][N:19]=3)=[O:13])=[CH:7][CH:8]=2)[CH:3]=[CH:2]1.ClS([N:32]=[C:33]=O)(=O)=O.CN(C=O)C. (9) Given the product [C:1]([CH:3]1[CH2:4][CH2:5][N:6]([C:9](=[O:44])[C@H:10]([NH:14][C:15]([C:17]2[C:25]3[C:20](=[N:21][CH:22]=[C:23]([C:26]4[C:34]5[C:29](=[CH:30][CH:31]=[CH:32][CH:33]=5)[N:28]([CH3:35])[N:27]=4)[N:24]=3)[NH:19][CH:18]=2)=[O:16])[CH:11]2[CH2:13][CH2:12]2)[CH2:7][CH2:8]1)#[N:2], predict the reactants needed to synthesize it. The reactants are: [C:1]([CH:3]1[CH2:8][CH2:7][N:6]([C:9](=[O:44])[C@H:10]([NH:14][C:15]([C:17]2[C:25]3[C:20](=[N:21][CH:22]=[C:23]([C:26]4[C:34]5[C:29](=[CH:30][CH:31]=[CH:32][CH:33]=5)[N:28]([CH3:35])[N:27]=4)[N:24]=3)[N:19](COCC[Si](C)(C)C)[CH:18]=2)=[O:16])[CH:11]2[CH2:13][CH2:12]2)[CH2:5][CH2:4]1)#[N:2].FC(F)(F)C(O)=O.C(N)CN.